Dataset: Reaction yield outcomes from USPTO patents with 853,638 reactions. Task: Predict the reaction yield, written as a fraction of the theoretical maximum amount of product (1.0 means a 100% yield; for example, 0.34 means a 34% yield). (1) The reactants are [CH2:1]([O:4][C:5]1[CH:19]=[CH:18][C:8]([CH2:9][C:10]2[CH:15]=[C:14](Br)[CH:13]=[CH:12][C:11]=2[Cl:17])=[CH:7][CH:6]=1)[CH:2]=[CH2:3].C([O:23][C@H:24]1[C@H:29]([O:30]C(=O)C)[C@@H:28]([O:34]C(=O)C)[C@H:27](C2C=CC(Cl)=C(CBr)C=2)[O:26][C@@H:25]1[CH2:47][O:48]C(=O)C)(=O)C.[Li]CCCC.C[Si](C)(C)[O:59][C@@H:60]1[C@@H](O[Si](C)(C)C)[C@H](O[Si](C)(C)C)[C@@H](CO[Si](C)(C)C)OC1=O.CS(O)(=O)=O. The catalyst is C1COCC1.CO.C(OC(=O)C)C. The product is [CH2:1]([O:4][C:5]1[CH:19]=[CH:18][C:8]([CH2:9][C:10]2[CH:15]=[C:14]([C@@:27]3([O:59][CH3:60])[C@H:28]([OH:34])[C@@H:29]([OH:30])[C@H:24]([OH:23])[C@@H:25]([CH2:47][OH:48])[O:26]3)[CH:13]=[CH:12][C:11]=2[Cl:17])=[CH:7][CH:6]=1)[CH:2]=[CH2:3]. The yield is 0.450. (2) The reactants are Br[C:2]1[N:7]=[CH:6][C:5]([C@@H:8]2[CH2:10][C@H:9]2[NH:11][C:12](=[O:18])[O:13][C:14]([CH3:17])([CH3:16])[CH3:15])=[CH:4][CH:3]=1.C(=O)([O-])[O-].[K+].[K+].[F:25][C:26]([F:37])([F:36])[C:27]1[CH:28]=[C:29](B(O)O)[CH:30]=[CH:31][CH:32]=1. The catalyst is CC#N.O. The product is [F:25][C:26]([F:37])([F:36])[C:27]1[CH:32]=[C:31]([C:2]2[N:7]=[CH:6][C:5]([C@@H:8]3[CH2:10][C@H:9]3[NH:11][C:12](=[O:18])[O:13][C:14]([CH3:17])([CH3:16])[CH3:15])=[CH:4][CH:3]=2)[CH:30]=[CH:29][CH:28]=1. The yield is 0.583. (3) The reactants are [CH2:1]([C:13]1[CH:19]=[CH:18][C:16]([NH2:17])=CC=1)[CH2:2][CH2:3]CCCCCCCCC.[NH:20]1[CH:24]=[CH:23][N:22]=[CH:21]1.C([N:27](CC)CC)C.C(Cl)(=O)C=C. The catalyst is C1COCC1. The product is [CH2:13]1[CH2:1][CH2:2][CH2:3][N:17]([CH2:24][CH2:23][N:22]=[C:21]([NH2:27])[NH2:20])[CH2:16][CH2:18][CH2:19]1. The yield is 0.950. (4) The reactants are [Br:1][C:2]1[C:7]2=[N:8][O:9][N:10]=[C:6]2[C:5]([N+:11]([O-])=O)=[CH:4][CH:3]=1. The catalyst is CC(O)=O.[Fe]. The product is [Br:1][C:2]1[C:7]2=[N:8][O:9][N:10]=[C:6]2[C:5]([NH2:11])=[CH:4][CH:3]=1. The yield is 0.950. (5) The reactants are [CH3:1][O:2][C:3](=[O:29])[C@@H:4]([NH:18][C:19](=[O:28])[C:20]1[CH:25]=[C:24](Br)[C:23](O)=[CH:22][CH:21]=1)[CH2:5][C:6]1[CH:11]=[CH:10][C:9]([C:12]2[CH:17]=[CH:16][CH:15]=[CH:14][CH:13]=2)=[CH:8][CH:7]=1.[Cl:30][C:31]1[CH:32]=[C:33](B(O)O)[CH:34]=[CH:35][C:36]=1[F:37].C([O-])([O-])=[O:42].[Na+].[Na+]. The catalyst is COCCOC.C1C=CC([P]([Pd]([P](C2C=CC=CC=2)(C2C=CC=CC=2)C2C=CC=CC=2)([P](C2C=CC=CC=2)(C2C=CC=CC=2)C2C=CC=CC=2)[P](C2C=CC=CC=2)(C2C=CC=CC=2)C2C=CC=CC=2)(C2C=CC=CC=2)C2C=CC=CC=2)=CC=1. The product is [CH3:1][O:2][C:3](=[O:29])[C@@H:4]([NH:18][C:19]([C:20]1[CH:21]=[C:22]([C:33]2[CH:34]=[CH:35][C:36]([F:37])=[C:31]([Cl:30])[CH:32]=2)[CH:23]=[CH:24][C:25]=1[OH:42])=[O:28])[CH2:5][C:6]1[CH:11]=[CH:10][C:9]([C:12]2[CH:17]=[CH:16][CH:15]=[CH:14][CH:13]=2)=[CH:8][CH:7]=1. The yield is 0.700. (6) The reactants are [Cl:1][C:2]1[CH:21]=[CH:20][C:5]([NH:6][C:7]2[C:16]3[C:11](=[CH:12][C:13]([OH:19])=[C:14]([O:17][CH3:18])[CH:15]=3)[N:10]=[CH:9][N:8]=2)=[C:4]([F:22])[CH:3]=1.C(=O)([O-])[O-].[K+].[K+].[I-].[K+].Cl[CH2:32][C:33]1[CH:38]=[CH:37][N:36]=[CH:35][N:34]=1. The catalyst is CN(C=O)C. The product is [ClH:1].[Cl:1][C:2]1[CH:21]=[CH:20][C:5]([NH:6][C:7]2[C:16]3[C:11](=[CH:12][C:13]([O:19][CH2:32][C:33]4[CH:38]=[CH:37][N:36]=[CH:35][N:34]=4)=[C:14]([O:17][CH3:18])[CH:15]=3)[N:10]=[CH:9][N:8]=2)=[C:4]([F:22])[CH:3]=1. The yield is 0.420. (7) The reactants are [I:1][C:2]1[C:3]([NH2:17])=[N:4][C:5](=[O:16])[N:6]([CH:15]=1)[C@@H:7]1[O:14][C@H:11]([CH2:12][OH:13])[C@@H:9]([OH:10])[CH2:8]1.N1C=CN=C1.[Si:23](Cl)([C:26]([CH3:29])([CH3:28])[CH3:27])([CH3:25])[CH3:24]. The catalyst is CN(C=O)C. The product is [Si:23]([O:13][CH2:12][C@H:11]1[O:14][C@@H:7]([N:6]2[CH:15]=[C:2]([I:1])[C:3]([NH2:17])=[N:4][C:5]2=[O:16])[CH2:8][C@@H:9]1[OH:10])([C:26]([CH3:29])([CH3:28])[CH3:27])([CH3:25])[CH3:24]. The yield is 0.720. (8) The reactants are C[O:2][C:3](=O)[CH2:4][C:5]([NH:7][C:8]1[CH:13]=[CH:12][C:11]([CH:14]=[CH:15][C:16]2[CH:21]=[CH:20][C:19]([F:22])=[CH:18][CH:17]=2)=[CH:10][CH:9]=1)=[O:6].[NH3:24]. The catalyst is CO. The product is [F:22][C:19]1[CH:20]=[CH:21][C:16]([CH:15]=[CH:14][C:11]2[CH:12]=[CH:13][C:8]([NH:7][C:5](=[O:6])[CH2:4][C:3]([NH2:24])=[O:2])=[CH:9][CH:10]=2)=[CH:17][CH:18]=1. The yield is 0.890.